Dataset: Full USPTO retrosynthesis dataset with 1.9M reactions from patents (1976-2016). Task: Predict the reactants needed to synthesize the given product. (1) Given the product [CH3:15][N:13]([CH3:14])[C@@H:11]1[CH2:12][N:8]([C:3]2[C:2]([NH:1][C:36]([C:34]3[N:35]=[C:31]([C:29]4[CH:28]=[CH:27][N:26]=[C:25]([N:24]([CH2:39][C:40]([F:42])([F:41])[F:43])[C:22](=[O:23])[O:21][C:17]([CH3:20])([CH3:19])[CH3:18])[CH:30]=4)[O:32][CH:33]=3)=[O:37])=[CH:6][N:5]([CH3:7])[N:4]=2)[C:9](=[O:16])[CH2:10]1, predict the reactants needed to synthesize it. The reactants are: [NH2:1][C:2]1[C:3]([N:8]2[CH2:12][C@@H:11]([N:13]([CH3:15])[CH3:14])[CH2:10][C:9]2=[O:16])=[N:4][N:5]([CH3:7])[CH:6]=1.[C:17]([O:21][C:22]([N:24]([CH2:39][C:40]([F:43])([F:42])[F:41])[C:25]1[CH:30]=[C:29]([C:31]2[O:32][CH:33]=[C:34]([C:36](O)=[O:37])[N:35]=2)[CH:28]=[CH:27][N:26]=1)=[O:23])([CH3:20])([CH3:19])[CH3:18].CN(C(ON1N=NC2C=CC=NC1=2)=[N+](C)C)C.F[P-](F)(F)(F)(F)F.C(N(C(C)C)CC)(C)C. (2) Given the product [CH3:22][C:23]1[CH:28]=[C:27]([CH3:29])[CH:26]=[CH:25][C:24]=1[C:30]([CH:32]1[CH2:37][CH2:36][N:35]([C:14]([C:13]2[CH:12]=[CH:11][C:10]([N:3]3[C:4]4=[N:5][CH:6]=[CH:7][CH:8]=[C:9]4[N:1]=[CH:2]3)=[CH:20][CH:19]=2)=[O:16])[CH2:34][CH2:33]1)=[O:31], predict the reactants needed to synthesize it. The reactants are: [N:1]1[C:9]2[C:4](=[N:5][CH:6]=[CH:7][CH:8]=2)[N:3]([C:10]2[CH:20]=[CH:19][C:13]([C:14]([O:16]CC)=O)=[CH:12][CH:11]=2)[CH:2]=1.Cl.[CH3:22][C:23]1[CH:28]=[C:27]([CH3:29])[CH:26]=[CH:25][C:24]=1[C:30]([CH:32]1[CH2:37][CH2:36][NH:35][CH2:34][CH2:33]1)=[O:31].